Dataset: Peptide-MHC class I binding affinity with 185,985 pairs from IEDB/IMGT. Task: Regression. Given a peptide amino acid sequence and an MHC pseudo amino acid sequence, predict their binding affinity value. This is MHC class I binding data. The peptide sequence is RRQDILDLWI. The MHC is HLA-A30:02 with pseudo-sequence HLA-A30:02. The binding affinity (normalized) is 0.0177.